This data is from TCR-epitope binding with 47,182 pairs between 192 epitopes and 23,139 TCRs. The task is: Binary Classification. Given a T-cell receptor sequence (or CDR3 region) and an epitope sequence, predict whether binding occurs between them. The epitope is AYILFTRFFYV. The TCR CDR3 sequence is CASSSIDRGQGDTQYF. Result: 1 (the TCR binds to the epitope).